From a dataset of Reaction yield outcomes from USPTO patents with 853,638 reactions. Predict the reaction yield, written as a fraction of the theoretical maximum amount of product (1.0 means a 100% yield; for example, 0.34 means a 34% yield). (1) The reactants are [Br:1][C:2]1[N:3]=[C:4]([C@H:12]2[CH2:17][N:16]3[C:18](=[O:23])[O:19][CH:20]([CH:21]=[CH2:22])[C@@H:15]3[CH2:14][CH2:13]2)[N:5]2[CH:10]=[CH:9][N:8]=[C:7](Cl)[C:6]=12.[NH3:24].O. No catalyst specified. The product is [NH2:24][C:7]1[C:6]2[N:5]([C:4]([C@H:12]3[CH2:17][N:16]4[C:18](=[O:23])[O:19][CH:20]([CH:21]=[CH2:22])[C@@H:15]4[CH2:14][CH2:13]3)=[N:3][C:2]=2[Br:1])[CH:10]=[CH:9][N:8]=1. The yield is 0.841. (2) The reactants are Br[C:2]1[C:3]([NH:8][C:9]2[CH:10]=[N:11][C:12]([O:15][CH3:16])=[CH:13][CH:14]=2)=[N:4][CH:5]=[N:6][CH:7]=1.[CH3:17][C:18]1[N:23]=[C:22]([S:24][CH3:25])[N:21]=[C:20]([Sn](CCCC)(CCCC)CCCC)[N:19]=1.[F-].[Cs+].C1COCC1. The catalyst is O.[Cu]I.C1C=CC([P]([Pd]([P](C2C=CC=CC=2)(C2C=CC=CC=2)C2C=CC=CC=2)([P](C2C=CC=CC=2)(C2C=CC=CC=2)C2C=CC=CC=2)[P](C2C=CC=CC=2)(C2C=CC=CC=2)C2C=CC=CC=2)(C2C=CC=CC=2)C2C=CC=CC=2)=CC=1. The product is [CH3:16][O:15][C:12]1[N:11]=[CH:10][C:9]([NH:8][C:3]2[C:2]([C:20]3[N:19]=[C:18]([CH3:17])[N:23]=[C:22]([S:24][CH3:25])[N:21]=3)=[CH:7][N:6]=[CH:5][N:4]=2)=[CH:14][CH:13]=1. The yield is 0.537. (3) The product is [F:1][C:2]1([CH2:14][OH:15])[CH2:6][CH2:5][N:4]([C:7]([O:9][C:10]([CH3:11])([CH3:12])[CH3:13])=[O:8])[CH2:3]1. The catalyst is C1COCC1. The yield is 0.710. The reactants are [F:1][C:2]1([C:14](OC)=[O:15])[CH2:6][CH2:5][N:4]([C:7]([O:9][C:10]([CH3:13])([CH3:12])[CH3:11])=[O:8])[CH2:3]1.[H-].[H-].[H-].[H-].[Li+].[Al+3].